This data is from Forward reaction prediction with 1.9M reactions from USPTO patents (1976-2016). The task is: Predict the product of the given reaction. (1) Given the reactants I[C:2]1[N:11]=[CH:10][C:9]2[C:4](=[CH:5][CH:6]=[C:7]([C:12]3[CH:17]=[CH:16][CH:15]=[CH:14][C:13]=3[CH3:18])[CH:8]=2)[N:3]=1.[NH2:19][C@@H:20]([CH3:37])[CH2:21][C:22]1[CH:23]=[C:24]([CH:34]=[CH:35][CH:36]=1)[CH2:25][NH:26][C:27](=[O:33])[O:28][C:29]([CH3:32])([CH3:31])[CH3:30].C([O-])([O-])=O.[Cs+].[Cs+], predict the reaction product. The product is: [C:29]([O:28][C:27](=[O:33])[NH:26][CH2:25][C:24]1[CH:34]=[CH:35][CH:36]=[C:22]([CH2:21][C@@H:20]([NH:19][C:2]2[N:11]=[CH:10][C:9]3[C:4](=[CH:5][CH:6]=[C:7]([C:12]4[CH:17]=[CH:16][CH:15]=[CH:14][C:13]=4[CH3:18])[CH:8]=3)[N:3]=2)[CH3:37])[CH:23]=1)([CH3:31])([CH3:30])[CH3:32]. (2) Given the reactants [Br:1][C:2]1[CH:3]=[N:4][C:5]2[N:6]([N:8]=[C:9]([C:11]([OH:13])=O)[CH:10]=2)[CH:7]=1.[CH3:14][CH:15]1[NH:20][CH2:19][CH2:18][N:17]2[N:21]=[N:22][CH:23]=[C:16]12, predict the reaction product. The product is: [Br:1][C:2]1[CH:3]=[N:4][C:5]2[N:6]([N:8]=[C:9]([C:11]([N:20]3[CH2:19][CH2:18][N:17]4[N:21]=[N:22][CH:23]=[C:16]4[CH:15]3[CH3:14])=[O:13])[CH:10]=2)[CH:7]=1. (3) Given the reactants [CH3:1][Si:2]([CH3:31])([CH3:30])[CH2:3][CH2:4][O:5][CH2:6][N:7]1[CH:11]=[CH:10][N:9]=[C:8]1[CH2:12][CH:13]([CH2:16][C:17]1[N:18]([CH2:22][O:23][CH2:24][CH2:25][Si:26]([CH3:29])([CH3:28])[CH3:27])[CH:19]=[CH:20][N:21]=1)[CH2:14][NH2:15].[CH:32]([C:34]1[CH:42]=[CH:41][C:37]([C:38](O)=[O:39])=[CH:36][CH:35]=1)=[O:33].C(N=C=NCCCN(C)C)C.ON1C2C=CC=CC=2N=C1, predict the reaction product. The product is: [CH:32]([C:34]1[CH:42]=[CH:41][C:37]([C:38]([NH:15][CH2:14][CH:13]([CH2:16][C:17]2[N:18]([CH2:22][O:23][CH2:24][CH2:25][Si:26]([CH3:28])([CH3:27])[CH3:29])[CH:19]=[CH:20][N:21]=2)[CH2:12][C:8]2[N:7]([CH2:6][O:5][CH2:4][CH2:3][Si:2]([CH3:1])([CH3:30])[CH3:31])[CH:11]=[CH:10][N:9]=2)=[O:39])=[CH:36][CH:35]=1)=[O:33].